Dataset: Forward reaction prediction with 1.9M reactions from USPTO patents (1976-2016). Task: Predict the product of the given reaction. The product is: [CH2:1]([N:8]1[C:12]2=[N:13][C:14]([CH2:34][CH3:35])=[C:15]([C:17]3[C:18]([NH:38][CH3:37])=[N:19][C:20]([CH:23]([CH3:25])[CH3:24])=[CH:21][CH:22]=3)[N:16]=[C:11]2[C:10]([CH3:36])=[N:9]1)[C:2]1[CH:7]=[CH:6][CH:5]=[CH:4][CH:3]=1. Given the reactants [CH2:1]([N:8]1[C:12]2=[N:13][C:14]([CH2:34][CH3:35])=[C:15]([C:17]3[C:18](OS(C(F)(F)F)(=O)=O)=[N:19][C:20]([CH:23]([CH3:25])[CH3:24])=[CH:21][CH:22]=3)[N:16]=[C:11]2[C:10]([CH3:36])=[N:9]1)[C:2]1[CH:7]=[CH:6][CH:5]=[CH:4][CH:3]=1.[CH3:37][NH2:38], predict the reaction product.